Task: Predict which catalyst facilitates the given reaction.. Dataset: Catalyst prediction with 721,799 reactions and 888 catalyst types from USPTO (1) Reactant: [NH2:1][C:2]1[CH2:3][C:4]([C:17]([O:19]C(C)(C)C)=[O:18])=[CH:5][C:6]2[CH:12]=[CH:11][C:10]([C:13]([O:15][CH3:16])=[O:14])=[CH:9][C:7]=2[N:8]=1.[ClH:24]. Product: [ClH:24].[NH2:1][C:2]1[CH2:3][C:4]([C:17]([OH:19])=[O:18])=[CH:5][C:6]2[CH:12]=[CH:11][C:10]([C:13]([O:15][CH3:16])=[O:14])=[CH:9][C:7]=2[N:8]=1. The catalyst class is: 12. (2) Reactant: [NH2:1][C:2]1[CH:7]=[CH:6][C:5]([N:8]2[CH:13]=[CH:12][C:11]([O:14][CH2:15][C:16]3[CH:21]=[CH:20][C:19]([F:22])=[CH:18][CH:17]=3)=[CH:10][C:9]2=[O:23])=[CH:4][C:3]=1[NH:24][CH3:25].[O:26]1[CH2:30][CH2:29][CH:28]([C:31](O)=O)[CH2:27]1.CN(C(ON1N=NC2C=CC=NC1=2)=[N+](C)C)C.F[P-](F)(F)(F)(F)F.C(N(CC)C(C)C)(C)C.C([O-])(O)=O.[Na+]. Product: [F:22][C:19]1[CH:18]=[CH:17][C:16]([CH2:15][O:14][C:11]2[CH:12]=[CH:13][N:8]([C:5]3[CH:6]=[CH:7][C:2]4[N:1]=[C:31]([CH:28]5[CH2:29][CH2:30][O:26][CH2:27]5)[N:24]([CH3:25])[C:3]=4[CH:4]=3)[C:9](=[O:23])[CH:10]=2)=[CH:21][CH:20]=1. The catalyst class is: 3.